From a dataset of TCR-epitope binding with 47,182 pairs between 192 epitopes and 23,139 TCRs. Binary Classification. Given a T-cell receptor sequence (or CDR3 region) and an epitope sequence, predict whether binding occurs between them. (1) The epitope is KLSYGIATV. The TCR CDR3 sequence is CSASQDPYEQYF. Result: 0 (the TCR does not bind to the epitope). (2) The epitope is LPPAYTNSF. The TCR CDR3 sequence is CASSQEQLANEQFF. Result: 0 (the TCR does not bind to the epitope). (3) The epitope is RLYYDSMSY. The TCR CDR3 sequence is CASSLDRTGGTGELFF. Result: 0 (the TCR does not bind to the epitope). (4) Result: 0 (the TCR does not bind to the epitope). The TCR CDR3 sequence is CSVRDISTNEKLFF. The epitope is NEGVKAAW. (5) The epitope is CLGGLLTMV. The TCR CDR3 sequence is CASSHWLAGGRDEQYF. Result: 0 (the TCR does not bind to the epitope). (6) The epitope is FLYNLLTRV. The TCR CDR3 sequence is CASSPPGTGNEQYF. Result: 0 (the TCR does not bind to the epitope). (7) The epitope is RQLLFVVEV. The TCR CDR3 sequence is CASRLNRGRTDTQYF. Result: 1 (the TCR binds to the epitope). (8) The TCR CDR3 sequence is CASSIVAQYEQYF. Result: 0 (the TCR does not bind to the epitope). The epitope is VVYRGTTTY. (9) The epitope is AVFDRKSDAK. The TCR CDR3 sequence is CSVALRAAGYNEQFF. Result: 1 (the TCR binds to the epitope).